Dataset: NCI-60 drug combinations with 297,098 pairs across 59 cell lines. Task: Regression. Given two drug SMILES strings and cell line genomic features, predict the synergy score measuring deviation from expected non-interaction effect. (1) Drug 1: CC(C)(C#N)C1=CC(=CC(=C1)CN2C=NC=N2)C(C)(C)C#N. Drug 2: CC12CCC3C(C1CCC2OP(=O)(O)O)CCC4=C3C=CC(=C4)OC(=O)N(CCCl)CCCl.[Na+]. Cell line: SNB-19. Synergy scores: CSS=21.5, Synergy_ZIP=-3.33, Synergy_Bliss=3.13, Synergy_Loewe=2.44, Synergy_HSA=2.05. (2) Drug 1: CC1=CC2C(CCC3(C2CCC3(C(=O)C)OC(=O)C)C)C4(C1=CC(=O)CC4)C. Drug 2: C1C(C(OC1N2C=C(C(=O)NC2=O)F)CO)O. Cell line: OVCAR3. Synergy scores: CSS=22.4, Synergy_ZIP=-2.96, Synergy_Bliss=-1.22, Synergy_Loewe=-31.1, Synergy_HSA=-4.08.